This data is from Full USPTO retrosynthesis dataset with 1.9M reactions from patents (1976-2016). The task is: Predict the reactants needed to synthesize the given product. (1) The reactants are: C([O-])(=O)C.[NH4+].[C:6]([C:9]1[N:14]=[CH:13][C:12]([NH:15][C:16]2[N:21]=[C:20]([CH2:22][CH2:23][C:24]3[CH:29]=[CH:28][CH:27]=[CH:26][C:25]=3[C:30]3([C:33]([NH2:35])=[O:34])[CH2:32][CH2:31]3)[C:19]([Cl:36])=[CH:18][N:17]=2)=[CH:11][CH:10]=1)(=O)[CH3:7].C([BH3-])#[N:38].[Na+].Cl. Given the product [NH2:38][CH:6]([C:9]1[N:14]=[CH:13][C:12]([NH:15][C:16]2[N:21]=[C:20]([CH2:22][CH2:23][C:24]3[CH:29]=[CH:28][CH:27]=[CH:26][C:25]=3[C:30]3([C:33]([NH2:35])=[O:34])[CH2:31][CH2:32]3)[C:19]([Cl:36])=[CH:18][N:17]=2)=[CH:11][CH:10]=1)[CH3:7], predict the reactants needed to synthesize it. (2) Given the product [F:23][C:24]1[CH:32]=[CH:31][C:27]([C:28]([NH2:1])=[O:29])=[CH:26][CH:25]=1, predict the reactants needed to synthesize it. The reactants are: [N:1]1C=CC=C(OC2C=C(C=C(C#N)C=2)N)C=1.N1C=CC=CC=1.[F:23][C:24]1[CH:32]=[CH:31][C:27]([C:28](Cl)=[O:29])=[CH:26][CH:25]=1. (3) Given the product [CH2:17]([O:24][C:25]1[CH:26]=[C:27]2[C:31](=[CH:32][CH:33]=1)[N:30]1[CH2:34][CH2:35][CH2:36][C:37](=[CH:9][C:10]([O:12][CH2:13][CH3:14])=[O:11])[C:29]1=[CH:28]2)[C:18]1[CH:23]=[CH:22][CH:21]=[CH:20][CH:19]=1, predict the reactants needed to synthesize it. The reactants are: C(OP([CH2:9][C:10]([O:12][CH2:13][CH3:14])=[O:11])(OCC)=O)C.[H-].[Na+].[CH2:17]([O:24][C:25]1[CH:26]=[C:27]2[C:31](=[CH:32][CH:33]=1)[N:30]1[CH2:34][CH2:35][CH2:36][C:37](=O)[C:29]1=[CH:28]2)[C:18]1[CH:23]=[CH:22][CH:21]=[CH:20][CH:19]=1.[NH4+].[Cl-]. (4) Given the product [Br:1][C:2]1[CH:3]=[C:4]([C:8]2([C:9]#[N:10])[CH2:13][CH2:12]2)[CH:5]=[CH:6][CH:7]=1, predict the reactants needed to synthesize it. The reactants are: [Br:1][C:2]1[CH:3]=[C:4]([CH2:8][C:9]#[N:10])[CH:5]=[CH:6][CH:7]=1.Br[CH2:12][CH2:13]Br. (5) Given the product [CH3:1][O:2][C:3]1[CH:4]=[C:5]([CH:27]=[C:28]([O:32][CH3:33])[C:29]=1[O:30][CH3:31])[C:6]([N:8]1[CH2:12][CH2:11][C@@:10]([C:19]2[CH:24]=[CH:23][C:22]([Cl:25])=[C:21]([Cl:26])[CH:20]=2)([CH2:13][CH2:14][OH:15])[CH2:9]1)=[O:7], predict the reactants needed to synthesize it. The reactants are: [CH3:1][O:2][C:3]1[CH:4]=[C:5]([CH:27]=[C:28]([O:32][CH3:33])[C:29]=1[O:30][CH3:31])[C:6]([N:8]1[CH2:12][CH2:11][C:10]([C:19]2[CH:24]=[CH:23][C:22]([Cl:25])=[C:21]([Cl:26])[CH:20]=2)([CH2:13][CH2:14][O:15]C(=O)C)[CH2:9]1)=[O:7].[OH-].[Li+]. (6) Given the product [N+:1]([C:4]1[CH:15]=[CH:14][CH:13]=[CH:12][C:5]=1[CH2:6][N:7]1[CH2:8][CH2:9][CH2:10][O:11][C:24]1=[O:26])([O-:3])=[O:2], predict the reactants needed to synthesize it. The reactants are: [N+:1]([C:4]1[CH:15]=[CH:14][CH:13]=[CH:12][C:5]=1[CH2:6][NH:7][CH2:8][CH2:9][CH2:10][OH:11])([O-:3])=[O:2].C(N(CC)CC)C.Cl[C:24](Cl)([O:26]C(=O)OC(Cl)(Cl)Cl)Cl.O. (7) Given the product [Cl:24][C:25]1[CH:35]=[CH:34][C:28]([O:29][CH2:30][C@@H:31]([OH:32])[CH2:33][N:14]2[CH2:15][CH2:16][C:11]3([O:10][C:9]4[C:19]5[C:5]([C:6](=[O:23])[C:7](=[O:22])[C:8]=4[S:18][CH2:17]3)=[CH:4][C:3]([O:2][CH3:1])=[CH:21][CH:20]=5)[CH2:12][CH2:13]2)=[CH:27][CH:26]=1, predict the reactants needed to synthesize it. The reactants are: [CH3:1][O:2][C:3]1[CH:4]=[C:5]2[C:19](=[CH:20][CH:21]=1)[C:9]1[O:10][C:11]3([CH2:17][S:18][C:8]=1[C:7](=[O:22])[C:6]2=[O:23])[CH2:16][CH2:15][NH:14][CH2:13][CH2:12]3.[Cl:24][C:25]1[CH:35]=[CH:34][C:28]([O:29][CH2:30][C@@H:31]2[CH2:33][O:32]2)=[CH:27][CH:26]=1. (8) Given the product [C:13]([C:7]1[CH:8]=[C:4]([CH:3]=[O:10])[S:5][CH:6]=1)#[N:14], predict the reactants needed to synthesize it. The reactants are: CO[CH:3]([O:10]C)[C:4]1[S:5][CH:6]=[C:7](Br)[CH:8]=1.[Cu](C#N)[C:13]#[N:14].C(OCC)(=O)C. (9) Given the product [CH3:1][S:2]([C:5]1[CH:6]=[C:7]([NH2:13])[C:8]([NH:11][CH3:12])=[CH:9][CH:10]=1)(=[O:3])=[O:4], predict the reactants needed to synthesize it. The reactants are: [CH3:1][S:2]([C:5]1[CH:10]=[CH:9][C:8]([NH:11][CH3:12])=[C:7]([N+:13]([O-])=O)[CH:6]=1)(=[O:4])=[O:3].